The task is: Predict the reaction yield, written as a fraction of the theoretical maximum amount of product (1.0 means a 100% yield; for example, 0.34 means a 34% yield).. This data is from Reaction yield outcomes from USPTO patents with 853,638 reactions. (1) The reactants are [CH2:1]([OH:4])[CH2:2][OH:3].N1C=CC=CC=1.[F:11][C:12]([F:25])([F:24])[S:13](O[S:13]([C:12]([F:25])([F:24])[F:11])(=[O:15])=[O:14])(=[O:15])=[O:14]. The catalyst is ClCCl. The product is [F:11][C:12]([F:25])([F:24])[S:13]([O:3][CH2:2][CH2:1][O:4][S:13]([C:12]([F:11])([F:24])[F:25])(=[O:14])=[O:15])(=[O:15])=[O:14]. The yield is 0.920. (2) The reactants are Cl[CH2:2][CH2:3][CH2:4][C:5]1[S:9][C:8]([C:10]2[CH:15]=[CH:14][CH:13]=[CH:12][CH:11]=2)=[N:7][C:6]=1[C:16]([NH:18][C:19]1[CH:24]=[CH:23][CH:22]=[CH:21][C:20]=1[C:25]1[S:26][C:27]2[C:32]([N:33]=1)=[CH:31][CH:30]=[CH:29][N:28]=2)=[O:17].[CH3:34][O:35][CH2:36][CH2:37][N:38]1[CH2:43][CH2:42][NH:41][CH2:40][CH2:39]1.O. The catalyst is CS(C)=O. The product is [CH3:34][O:35][CH2:36][CH2:37][N:38]1[CH2:43][CH2:42][N:41]([CH2:2][CH2:3][CH2:4][C:5]2[S:9][C:8]([C:10]3[CH:15]=[CH:14][CH:13]=[CH:12][CH:11]=3)=[N:7][C:6]=2[C:16]([NH:18][C:19]2[CH:24]=[CH:23][CH:22]=[CH:21][C:20]=2[C:25]2[S:26][C:27]3[C:32]([N:33]=2)=[CH:31][CH:30]=[CH:29][N:28]=3)=[O:17])[CH2:40][CH2:39]1. The yield is 0.960. (3) The reactants are [Br:1][C:2]1[CH:3]=[C:4]([CH:8]=[C:9]([CH3:11])[CH:10]=1)[C:5]([OH:7])=O.[CH:12]([C:15]1[CH:16]=[C:17]([CH:19]=[CH:20][CH:21]=1)[NH2:18])([CH3:14])[CH3:13]. No catalyst specified. The product is [Br:1][C:2]1[CH:3]=[C:4]([CH:8]=[C:9]([CH3:11])[CH:10]=1)[C:5]([NH:18][C:17]1[CH:19]=[CH:20][CH:21]=[C:15]([CH:12]([CH3:14])[CH3:13])[CH:16]=1)=[O:7]. The yield is 0.990.